Dataset: Full USPTO retrosynthesis dataset with 1.9M reactions from patents (1976-2016). Task: Predict the reactants needed to synthesize the given product. (1) Given the product [I:11][C:10]1[C:3]2[C:2]([NH:25][CH:22]3[CH2:23][CH2:24][O:19][CH2:20][CH2:21]3)=[N:7][CH:6]=[N:5][C:4]=2[N:8]([C:12]2[CH:13]=[C:14]([CH3:18])[CH:15]=[CH:16][CH:17]=2)[CH:9]=1, predict the reactants needed to synthesize it. The reactants are: Cl[C:2]1[C:3]2[C:10]([I:11])=[CH:9][N:8]([C:12]3[CH:13]=[C:14]([CH3:18])[CH:15]=[CH:16][CH:17]=3)[C:4]=2[N:5]=[CH:6][N:7]=1.[O:19]1[CH2:24][CH2:23][CH:22]([NH2:25])[CH2:21][CH2:20]1.CC([O-])=O.[Na+]. (2) Given the product [F:2][C:3]1[CH:4]=[C:5]([CH:44]=[CH:45][CH:46]=1)[CH2:6][N:7]1[CH:11]=[C:10]([C:12]2[C:20]3[C:15](=[N:16][CH:17]=[C:18]([C:21]4[CH:26]=[CH:25][C:24]([N:27]5[CH2:28][CH2:29][N:30]([CH2:47][C@@H:48]([OH:49])[CH3:50])[CH2:31][CH2:32]5)=[C:23]([CH3:33])[CH:22]=4)[CH:19]=3)[N:14]([S:34]([C:37]3[CH:38]=[CH:39][C:40]([CH3:41])=[CH:42][CH:43]=3)(=[O:35])=[O:36])[CH:13]=2)[CH:9]=[N:8]1, predict the reactants needed to synthesize it. The reactants are: Cl.[F:2][C:3]1[CH:4]=[C:5]([CH:44]=[CH:45][CH:46]=1)[CH2:6][N:7]1[CH:11]=[C:10]([C:12]2[C:20]3[C:15](=[N:16][CH:17]=[C:18]([C:21]4[CH:26]=[CH:25][C:24]([N:27]5[CH2:32][CH2:31][NH:30][CH2:29][CH2:28]5)=[C:23]([CH3:33])[CH:22]=4)[CH:19]=3)[N:14]([S:34]([C:37]3[CH:43]=[CH:42][C:40]([CH3:41])=[CH:39][CH:38]=3)(=[O:36])=[O:35])[CH:13]=2)[CH:9]=[N:8]1.[CH3:47][C@H:48]1[CH2:50][O:49]1.CCN(C(C)C)C(C)C. (3) Given the product [OH:16][C:13]1[CH:14]=[CH:15][C:10]([C:8](=[O:9])[CH2:7][C:20](=[O:19])[CH2:21][CH2:22][CH2:23][CH3:24])=[CH:11][CH:12]=1, predict the reactants needed to synthesize it. The reactants are: CC(C)([O-])C.[Na+].[CH3:7][C:8]([C:10]1[CH:11]=[CH:12][C:13]([OH:16])=[CH:14][CH:15]=1)=[O:9].C([O:19][C:20](=O)[CH2:21][CH2:22][CH2:23][CH3:24])C.C(O)(=O)C. (4) Given the product [N:6]1[C:5]2[NH:4][CH:3]=[CH:2][C:10]=2[CH:9]=[N:8][C:7]=1[NH2:11], predict the reactants needed to synthesize it. The reactants are: Br[C:2]1[C:10]2[CH:9]=[N:8][C:7]([NH:11]CCCC)=[N:6][C:5]=2[N:4]([C@H]2CC[C@H](O[Si](C(C)(C)C)(C)C)CC2)[CH:3]=1.C([O-])([O-])=O.[K+].[K+]. (5) Given the product [CH3:43][O:1][C:2]1[CH:3]=[CH:4][C:5]2[O:19][CH2:18][C:8]3([C:34]4[C:33](=[CH:38][CH:37]=[CH:36][CH:35]=4)[N:10]([CH3:11])[C:9]3=[O:17])[C:6]=2[CH:7]=1, predict the reactants needed to synthesize it. The reactants are: [OH:1][C:2]1[CH:3]=[CH:4][C:5]2[O:19][CH2:18][C:8]3(C4[C:11](=CC=CC=4)[NH:10][C:9]3=[O:17])[C:6]=2[CH:7]=1.[C:33]1(P([C:33]2[CH:38]=[CH:37][CH:36]=[CH:35][CH:34]=2)[C:33]2[CH:38]=[CH:37][CH:36]=[CH:35][CH:34]=2)[CH:38]=[CH:37][CH:36]=[CH:35][CH:34]=1.CO.N(C(OCC)=O)=N[C:43](OCC)=O.